Dataset: Peptide-MHC class I binding affinity with 185,985 pairs from IEDB/IMGT. Task: Regression. Given a peptide amino acid sequence and an MHC pseudo amino acid sequence, predict their binding affinity value. This is MHC class I binding data. (1) The peptide sequence is YGLNTFTNM. The MHC is H-2-Kb with pseudo-sequence H-2-Kb. The binding affinity (normalized) is 0.529. (2) The peptide sequence is ITCVVIPSK. The MHC is HLA-B07:02 with pseudo-sequence HLA-B07:02. The binding affinity (normalized) is 0.0847. (3) The binding affinity (normalized) is 0.0847. The MHC is HLA-A30:01 with pseudo-sequence HLA-A30:01. The peptide sequence is AEGTGITHL. (4) The peptide sequence is PDFELLLSL. The MHC is HLA-B45:01 with pseudo-sequence HLA-B45:01. The binding affinity (normalized) is 0.0251. (5) The peptide sequence is FFYCNSTQL. The MHC is H-2-Db with pseudo-sequence H-2-Db. The binding affinity (normalized) is 0.601. (6) The binding affinity (normalized) is 0.346. The peptide sequence is GTTLPKGFY. The MHC is HLA-A26:01 with pseudo-sequence HLA-A26:01.